This data is from Full USPTO retrosynthesis dataset with 1.9M reactions from patents (1976-2016). The task is: Predict the reactants needed to synthesize the given product. (1) Given the product [O:11]1[CH:15]=[CH:14][C:13]([C:2]2[CH:7]=[C:6]([CH3:8])[C:5]([OH:9])=[C:4]([CH3:10])[CH:3]=2)=[CH:12]1, predict the reactants needed to synthesize it. The reactants are: Br[C:2]1[CH:7]=[C:6]([CH3:8])[C:5]([OH:9])=[C:4]([CH3:10])[CH:3]=1.[O:11]1[CH:15]=[CH:14][C:13](B(O)O)=[CH:12]1.C(=O)([O-])[O-].[Na+].[Na+].O. (2) Given the product [F:1][C:2]1[CH:3]=[C:4]([C@H:8]2[CH2:12][CH2:11][CH2:10][N:9]2[C:13]2[CH:18]=[CH:17][N:16]3[N:19]=[CH:20][C:21]([C:22]4[S:40][C:26]([CH:27]([CH3:29])[CH3:28])=[N:25][N:24]=4)=[C:15]3[N:14]=2)[CH:5]=[N:6][CH:7]=1, predict the reactants needed to synthesize it. The reactants are: [F:1][C:2]1[CH:3]=[C:4]([C@H:8]2[CH2:12][CH2:11][CH2:10][N:9]2[C:13]2[CH:18]=[CH:17][N:16]3[N:19]=[CH:20][C:21]([C:22]([NH:24][NH:25][C:26](=O)[CH:27]([CH3:29])[CH3:28])=O)=[C:15]3[N:14]=2)[CH:5]=[N:6][CH:7]=1.COC1C=CC(P2(SP(C3C=CC(OC)=CC=3)(=S)S2)=[S:40])=CC=1. (3) Given the product [CH3:1][N:2]([C:3]1[CH:8]=[CH:7][CH:6]=[CH:5][C:4]=1[CH:9]1[N:14]2[N:15]=[C:16]([C:21]3[CH:26]=[CH:25][C:24]([O:27][C:28]4[CH:33]=[CH:32][CH:31]=[CH:30][CH:29]=4)=[CH:23][CH:22]=3)[C:17]([C:18]([NH2:20])=[O:19])=[C:13]2[NH:12][CH2:11][CH2:10]1)[C:34](=[O:37])[CH:35]=[CH2:36], predict the reactants needed to synthesize it. The reactants are: [CH3:1][NH:2][C:3]1[CH:8]=[CH:7][CH:6]=[CH:5][C:4]=1[CH:9]1[N:14]2[N:15]=[C:16]([C:21]3[CH:26]=[CH:25][C:24]([O:27][C:28]4[CH:33]=[CH:32][CH:31]=[CH:30][CH:29]=4)=[CH:23][CH:22]=3)[C:17]([C:18]([NH2:20])=[O:19])=[C:13]2[NH:12][CH2:11][CH2:10]1.[C:34](Cl)(=[O:37])[CH:35]=[CH2:36]. (4) The reactants are: [CH2:1]([CH:3]([C:6]1[C:7]2[N:8]([C:13]([C:17]3[S:18][CH:19]=[CH:20][C:21]=3[C:22]#[N:23])=[C:14]([CH3:16])[N:15]=2)[N:9]=[C:10]([CH3:12])[CH:11]=1)[CH2:4][CH3:5])[CH3:2].C(Cl)Cl.C1C(=O)N([Br:34])C(=O)C1. Given the product [Br:34][C:19]1[S:18][C:17]([C:13]2[N:8]3[N:9]=[C:10]([CH3:12])[CH:11]=[C:6]([CH:3]([CH2:4][CH3:5])[CH2:1][CH3:2])[C:7]3=[N:15][C:14]=2[CH3:16])=[C:21]([C:22]#[N:23])[CH:20]=1, predict the reactants needed to synthesize it. (5) Given the product [Cl:1][C:2]1[CH:3]=[C:4]([C:5]([O:7][CH3:15])=[O:6])[CH:8]=[CH:9][N:10]=1, predict the reactants needed to synthesize it. The reactants are: [Cl:1][C:2]1[CH:3]=[C:4]([CH:8]=[CH:9][N:10]=1)[C:5]([OH:7])=[O:6].S(Cl)(Cl)=O.[CH3:15]O. (6) Given the product [CH:28]([Si:27]([CH:34]([CH3:36])[CH3:35])([CH:31]([CH3:33])[CH3:32])[O:1][C:2]1[CH:3]=[CH:4][C:5]([CH2:8][C:9]([O:11][CH2:12][C:13]2[CH:14]=[CH:15][CH:16]=[CH:17][CH:18]=2)=[O:10])=[CH:6][CH:7]=1)([CH3:30])[CH3:29], predict the reactants needed to synthesize it. The reactants are: [OH:1][C:2]1[CH:7]=[CH:6][C:5]([CH2:8][C:9]([O:11][CH2:12][C:13]2[CH:18]=[CH:17][CH:16]=[CH:15][CH:14]=2)=[O:10])=[CH:4][CH:3]=1.N1C(C)=CC=CC=1C.[Si:27](OS(C(F)(F)F)(=O)=O)([CH:34]([CH3:36])[CH3:35])([CH:31]([CH3:33])[CH3:32])[CH:28]([CH3:30])[CH3:29]. (7) Given the product [Cl:1][C:2]1[CH:3]=[CH:4][CH:5]=[C:6]2[C:11]=1[N:10]=[C:9]([CH:12]=[O:15])[C:8]([C@@H:16]([N:18]1[C:26](=[O:27])[C:25]3[C:20](=[CH:21][CH:22]=[CH:23][CH:24]=3)[C:19]1=[O:28])[CH3:17])=[CH:7]2, predict the reactants needed to synthesize it. The reactants are: [Cl:1][C:2]1[CH:3]=[CH:4][CH:5]=[C:6]2[C:11]=1[N:10]=[C:9]([CH:12]([OH:15])CO)[C:8]([C@@H:16]([N:18]1[C:26](=[O:27])[C:25]3[C:20](=[CH:21][CH:22]=[CH:23][CH:24]=3)[C:19]1=[O:28])[CH3:17])=[CH:7]2.I([O-])(=O)(=O)=O.[Na+]. (8) Given the product [C:32]([O:31][C:29]([N:23]1[CH2:28][CH2:27][N:26]([C:20](=[O:21])/[CH:19]=[CH:18]/[C:9]2[CH:10]=[CH:11][C:12]([C:14]([F:17])([F:15])[F:16])=[CH:13][C:8]=2[CH2:7][N:5]2[N:4]=[N:3][C:2]([CH3:1])=[N:6]2)[CH2:25][CH2:24]1)=[O:30])([CH3:35])([CH3:33])[CH3:34], predict the reactants needed to synthesize it. The reactants are: [CH3:1][C:2]1[N:3]=[N:4][N:5]([CH2:7][C:8]2[CH:13]=[C:12]([C:14]([F:17])([F:16])[F:15])[CH:11]=[CH:10][C:9]=2/[CH:18]=[CH:19]/[C:20](O)=[O:21])[N:6]=1.[N:23]1([C:29]([O:31][C:32]([CH3:35])([CH3:34])[CH3:33])=[O:30])[CH2:28][CH2:27][NH:26][CH2:25][CH2:24]1. (9) Given the product [NH2:11][C@@H:12]([CH2:27][C:28]1[CH:29]=[CH:30][CH:31]=[CH:32][CH:33]=1)[C@H:13]([OH:26])[CH2:14][N:15]([CH2:24][CH3:25])[NH:16][C:17]([O:19][C:20]([CH3:21])([CH3:22])[CH3:23])=[O:18], predict the reactants needed to synthesize it. The reactants are: C(OC([NH:11][C@@H:12]([CH2:27][C:28]1[CH:33]=[CH:32][CH:31]=[CH:30][CH:29]=1)[C@H:13]([OH:26])[CH2:14][N:15]([CH2:24][CH3:25])[NH:16][C:17]([O:19][C:20]([CH3:23])([CH3:22])[CH3:21])=[O:18])=O)C1C=CC=CC=1.[H][H].